This data is from Forward reaction prediction with 1.9M reactions from USPTO patents (1976-2016). The task is: Predict the product of the given reaction. (1) Given the reactants C([O-])(O)=O.[Na+].Cl.[NH2:7][C:8]1[CH:9]=[C:10]([CH:16]=[CH:17][C:18]=1[OH:19])[C:11]([O:13][CH2:14][CH3:15])=[O:12], predict the reaction product. The product is: [NH2:7][C:8]1[CH:9]=[C:10]([CH:16]=[CH:17][C:18]=1[OH:19])[C:11]([O:13][CH2:14][CH3:15])=[O:12]. (2) Given the reactants [CH2:1]([O:3][C:4]([C:6]1([C:9]2[CH:14]=[CH:13][C:12]([C:15]3[CH:20]=[CH:19][C:18]([C:21]4[O:25][N:24]=[C:23]([CH3:26])[C:22]=4[NH2:27])=[CH:17][CH:16]=3)=[CH:11][CH:10]=2)[CH2:8][CH2:7]1)=[O:5])[CH3:2].Br[C:29]1[CH:34]=[CH:33][C:32]([C:35]2[CH:40]=[CH:39][CH:38]=[CH:37][CH:36]=2)=[CH:31][CH:30]=1, predict the reaction product. The product is: [CH2:1]([O:3][C:4]([C:6]1([C:9]2[CH:10]=[CH:11][C:12]([C:15]3[CH:20]=[CH:19][C:18]([C:21]4[O:25][N:24]=[C:23]([CH3:26])[C:22]=4[NH:27][C:38]4[CH:39]=[CH:40][C:35]([C:32]5[CH:33]=[CH:34][CH:29]=[CH:30][CH:31]=5)=[CH:36][CH:37]=4)=[CH:17][CH:16]=3)=[CH:13][CH:14]=2)[CH2:8][CH2:7]1)=[O:5])[CH3:2]. (3) Given the reactants [Cl:1][C:2]1[CH:3]=[C:4]([C:9]2([C:23]([F:26])([F:25])[F:24])[O:13][N:12]=[C:11]([C:14]3[CH:22]=[CH:21][C:17]([C:18](O)=[O:19])=[CH:16][CH:15]=3)[CH2:10]2)[CH:5]=[C:6]([Cl:8])[CH:7]=1.S(Cl)([Cl:29])=O, predict the reaction product. The product is: [Cl:1][C:2]1[CH:3]=[C:4]([C:9]2([C:23]([F:25])([F:24])[F:26])[O:13][N:12]=[C:11]([C:14]3[CH:15]=[CH:16][C:17]([C:18]([Cl:29])=[O:19])=[CH:21][CH:22]=3)[CH2:10]2)[CH:5]=[C:6]([Cl:8])[CH:7]=1.